From a dataset of TCR-epitope binding with 47,182 pairs between 192 epitopes and 23,139 TCRs. Binary Classification. Given a T-cell receptor sequence (or CDR3 region) and an epitope sequence, predict whether binding occurs between them. The epitope is KRWIIMGLNK. The TCR CDR3 sequence is CASSQDRLAGYNEQFF. Result: 0 (the TCR does not bind to the epitope).